From a dataset of Catalyst prediction with 721,799 reactions and 888 catalyst types from USPTO. Predict which catalyst facilitates the given reaction. (1) Reactant: [C:1]1([NH:7][CH2:8][CH2:9][OH:10])[CH:6]=[CH:5][CH:4]=[CH:3][CH:2]=1.[CH3:11][C:12]([O:15][C:16](O[C:16]([O:15][C:12]([CH3:14])([CH3:13])[CH3:11])=[O:17])=[O:17])([CH3:14])[CH3:13]. Product: [OH:10][CH2:9][CH2:8][N:7]([C:1]1[CH:6]=[CH:5][CH:4]=[CH:3][CH:2]=1)[C:16](=[O:17])[O:15][C:12]([CH3:14])([CH3:13])[CH3:11]. The catalyst class is: 1. (2) Reactant: [C:1]([OH:5])(=[O:4])[CH2:2][CH3:3].C([O-])([O-])=O.[Cs+].[Cs+].Br[CH2:13][C:14]([C:16]1[CH:21]=[CH:20][C:19]([S:22]([CH3:25])(=[O:24])=[O:23])=[CH:18][CH:17]=1)=[O:15]. Product: [C:1]([O:5][CH2:13][C:14]([C:16]1[CH:17]=[CH:18][C:19]([S:22]([CH3:25])(=[O:24])=[O:23])=[CH:20][CH:21]=1)=[O:15])(=[O:4])[CH2:2][CH3:3]. The catalyst class is: 5.